Dataset: Full USPTO retrosynthesis dataset with 1.9M reactions from patents (1976-2016). Task: Predict the reactants needed to synthesize the given product. (1) Given the product [CH2:32]([O:31][CH:30]([O:34][CH2:35][CH3:36])[C@@H:29]([N:17]([CH2:18][C:19]1[C:28]2[C:23](=[CH:24][CH:25]=[CH:26][CH:27]=2)[CH:22]=[CH:21][CH:20]=1)[C:15](=[O:16])[C@@H:14]([NH:13][C:10](=[O:12])[CH2:9][N:7]([CH3:8])[NH:6][C:4]([NH:3][CH2:1][CH3:2])=[O:5])[CH2:38][C:39](=[O:40])[NH:41][C:42]([C:43]1[CH:44]=[CH:45][CH:46]=[CH:47][CH:48]=1)([C:49]1[CH:54]=[CH:53][CH:52]=[CH:51][CH:50]=1)[C:55]1[CH:56]=[CH:57][CH:58]=[CH:59][CH:60]=1)[CH3:37])[CH3:33], predict the reactants needed to synthesize it. The reactants are: [CH2:1]([NH:3][C:4]([NH:6][N:7]([CH2:9][C:10]([OH:12])=O)[CH3:8])=[O:5])[CH3:2].[NH2:13][C@@H:14]([CH2:38][C:39]([NH:41][C:42]([C:55]1[CH:60]=[CH:59][CH:58]=[CH:57][CH:56]=1)([C:49]1[CH:54]=[CH:53][CH:52]=[CH:51][CH:50]=1)[C:43]1[CH:48]=[CH:47][CH:46]=[CH:45][CH:44]=1)=[O:40])[C:15]([N:17]([C@@H:29]([CH3:37])[CH:30]([O:34][CH2:35][CH3:36])[O:31][CH2:32][CH3:33])[CH2:18][C:19]1[C:28]2[C:23](=[CH:24][CH:25]=[CH:26][CH:27]=2)[CH:22]=[CH:21][CH:20]=1)=[O:16]. (2) Given the product [N:24]1[CH:25]=[CH:26][CH:27]=[CH:28][C:23]=1[O:22][CH2:21][C:18]1[CH:19]=[CH:20][C:15]([CH2:14][C:12]2[O:11][N:10]=[C:9]([C:4]3[C:5]([NH2:8])=[N:6][CH:7]=[CH:2][CH:3]=3)[CH:13]=2)=[CH:16][CH:17]=1, predict the reactants needed to synthesize it. The reactants are: Cl[C:2]1[CH:3]=[C:4]([C:9]2[CH:13]=[C:12]([CH2:14][C:15]3[CH:20]=[CH:19][C:18]([CH2:21][O:22][C:23]4[CH:28]=[CH:27][CH:26]=[CH:25][N:24]=4)=[CH:17][CH:16]=3)[O:11][N:10]=2)[C:5]([NH2:8])=[N:6][CH:7]=1.C(O)=O.C(N(CC)C(C)C)(C)C.O. (3) Given the product [Cl:24][C:21]1[CH:22]=[CH:23][C:18]([O:17][CH2:16][CH2:15][CH2:14][O:13][C:10]2[CH:11]=[CH:12][C:7]([CH2:6][CH2:5][C:4]([OH:34])=[O:3])=[C:8]([CH2:32][CH3:33])[CH:9]=2)=[C:19]([O:25][C:26]2[CH:27]=[CH:28][CH:29]=[CH:30][CH:31]=2)[CH:20]=1, predict the reactants needed to synthesize it. The reactants are: C([O:3][C:4](=[O:34])[CH2:5][CH2:6][C:7]1[CH:12]=[CH:11][C:10]([O:13][CH2:14][CH2:15][CH2:16][O:17][C:18]2[CH:23]=[CH:22][C:21]([Cl:24])=[CH:20][C:19]=2[O:25][C:26]2[CH:31]=[CH:30][CH:29]=[CH:28][CH:27]=2)=[CH:9][C:8]=1[CH2:32][CH3:33])C.[OH-].[Na+].Cl. (4) Given the product [CH2:13]([O:12][C:7]1[CH:6]=[CH:5][C:4]2[C:9](=[CH:10][CH:11]=[C:2]([CH:23]([N+:20]([O-:22])=[O:21])[CH3:24])[CH:3]=2)[N:8]=1)[CH2:14][CH2:15][CH2:16][CH2:17][CH2:18][CH3:19], predict the reactants needed to synthesize it. The reactants are: Br[C:2]1[CH:3]=[C:4]2[C:9](=[CH:10][CH:11]=1)[N:8]=[C:7]([O:12][CH2:13][CH2:14][CH2:15][CH2:16][CH2:17][CH2:18][CH3:19])[CH:6]=[CH:5]2.[N+:20]([CH2:23][CH3:24])([O-:22])=[O:21].C(=O)([O-])[O-].[Cs+].[Cs+]. (5) The reactants are: [CH3:1][O:2][C:3]1[CH:4]=[C:5]2[C:10](=[CH:11][CH:12]=1)[NH:9][C:8](=[O:13])[C:7]([CH:14]1[CH2:19][CH2:18][NH:17][CH2:16][CH2:15]1)=[CH:6]2.Cl[C:21]1[N:26]=[CH:25][N:24]=[C:23]([C:27]([C:29]2[CH:39]=[C:38]([CH3:40])[C:32]3[N:33]([CH3:37])[C:34](=[O:36])[O:35][C:31]=3[CH:30]=2)=[O:28])[CH:22]=1.O. Given the product [CH3:37][N:33]1[C:32]2[C:38]([CH3:40])=[CH:39][C:29]([C:27]([C:23]3[N:24]=[CH:25][N:26]=[C:21]([N:17]4[CH2:18][CH2:19][CH:14]([C:7]5[C:8](=[O:13])[NH:9][C:10]6[C:5]([CH:6]=5)=[CH:4][C:3]([O:2][CH3:1])=[CH:12][CH:11]=6)[CH2:15][CH2:16]4)[CH:22]=3)=[O:28])=[CH:30][C:31]=2[O:35][C:34]1=[O:36], predict the reactants needed to synthesize it. (6) The reactants are: [Cl:1][C:2]1[CH:7]=[CH:6][C:5]([CH2:8][N:9]2[CH2:13][CH2:12][CH2:11][CH2:10]2)=[CH:4][C:3]=1[C:14]1[O:18][C:17]([C:19]2[C:24]([CH3:25])=[CH:23][N:22]=[C:21]([NH:26][C:27](=[O:29])[CH3:28])[CH:20]=2)=[CH:16][C:15]=1[C:30]1[N:34]=[CH:33][N:32](COCC[Si](C)(C)C)[N:31]=1.C(O)(C(F)(F)F)=O. Given the product [Cl:1][C:2]1[CH:7]=[CH:6][C:5]([CH2:8][N:9]2[CH2:10][CH2:11][CH2:12][CH2:13]2)=[CH:4][C:3]=1[C:14]1[O:18][C:17]([C:19]2[C:24]([CH3:25])=[CH:23][N:22]=[C:21]([NH:26][C:27](=[O:29])[CH3:28])[CH:20]=2)=[CH:16][C:15]=1[C:30]1[NH:34][CH:33]=[N:32][N:31]=1, predict the reactants needed to synthesize it. (7) Given the product [Cl:1][C:2]1[C:3]([N:4]2[CH2:5][CH2:6][CH:23]([C:21]([OH:27])=[O:22])[CH2:2][CH2:3]2)=[N:4][C:5]([CH2:13][N:14]2[CH2:18][CH2:17][CH2:16][C:15]2=[O:19])=[C:6]([C:7]([O:9][CH2:10][CH3:11])=[O:8])[CH:12]=1, predict the reactants needed to synthesize it. The reactants are: [Cl:1][C:2]1[C:3](Cl)=[N:4][C:5]([CH2:13][N:14]2[CH2:18][CH2:17][CH2:16][C:15]2=[O:19])=[C:6]([CH:12]=1)[C:7]([O:9][CH2:10][CH3:11])=[O:8].[C:21]([OH:27])([C:23](F)(F)F)=[O:22].